Dataset: Peptide-MHC class II binding affinity with 134,281 pairs from IEDB. Task: Regression. Given a peptide amino acid sequence and an MHC pseudo amino acid sequence, predict their binding affinity value. This is MHC class II binding data. (1) The peptide sequence is YDKFLANVSTHLTGK. The MHC is DRB1_1001 with pseudo-sequence DRB1_1001. The binding affinity (normalized) is 0.569. (2) The peptide sequence is EENEGDNACKRTYSD. The MHC is HLA-DQA10201-DQB10301 with pseudo-sequence HLA-DQA10201-DQB10301. The binding affinity (normalized) is 0. (3) The peptide sequence is PGPNITATYGGKWLD. The MHC is HLA-DPA10103-DPB10301 with pseudo-sequence HLA-DPA10103-DPB10301. The binding affinity (normalized) is 0. (4) The binding affinity (normalized) is 0.591. The MHC is HLA-DQA10401-DQB10402 with pseudo-sequence HLA-DQA10401-DQB10402. The peptide sequence is EKKYFAATQFEPLDA.